Dataset: Full USPTO retrosynthesis dataset with 1.9M reactions from patents (1976-2016). Task: Predict the reactants needed to synthesize the given product. (1) Given the product [Cl:1][C:2]1[CH:3]=[C:4]([NH:19][C:20]2[C:30]3[CH:29]=[C:28]([C:31]([NH:35][CH2:36][CH2:37][O:38][CH2:39][CH2:40][CH2:41][OH:42])=[O:32])[CH2:27][CH2:26][NH:25][C:24]=3[N:23]=[CH:22][N:21]=2)[CH:5]=[CH:6][C:7]=1[O:8][C:9]1[CH:14]=[CH:13][CH:12]=[C:11]([C:15]([F:18])([F:17])[F:16])[CH:10]=1, predict the reactants needed to synthesize it. The reactants are: [Cl:1][C:2]1[CH:3]=[C:4]([NH:19][C:20]2[C:30]3[CH:29]=[C:28]([C:31](O)=[O:32])[CH2:27][CH2:26][NH:25][C:24]=3[N:23]=[CH:22][N:21]=2)[CH:5]=[CH:6][C:7]=1[O:8][C:9]1[CH:14]=[CH:13][CH:12]=[C:11]([C:15]([F:18])([F:17])[F:16])[CH:10]=1.Cl.[NH2:35][CH2:36][CH2:37][O:38][CH2:39][CH2:40][CH2:41][OH:42].ON1C2C=CC=CC=2N=N1.Cl.C(N=C=NCCCN(C)C)C. (2) Given the product [CH3:20][O:19][C:11]1[CH:10]=[C:9]([C:5]2[CH:4]=[C:3]([CH2:2][N:21]3[CH2:26][CH2:25][NH:24][CH2:23][CH2:22]3)[CH:8]=[CH:7][N:6]=2)[CH:14]=[C:13]([O:15][CH3:16])[C:12]=1[O:17][CH3:18], predict the reactants needed to synthesize it. The reactants are: Cl[CH2:2][C:3]1[CH:8]=[CH:7][N:6]=[C:5]([C:9]2[CH:14]=[C:13]([O:15][CH3:16])[C:12]([O:17][CH3:18])=[C:11]([O:19][CH3:20])[CH:10]=2)[CH:4]=1.[NH:21]1[CH2:26][CH2:25][NH:24][CH2:23][CH2:22]1.C(=O)([O-])[O-].[K+].[K+]. (3) Given the product [C:1]1([NH:7][CH2:8][C:9]2[CH:10]=[CH:11][C:12]([C:13]([NH:25][CH:23]3[CH2:24][C:19]([CH3:28])([CH3:18])[NH:20][C:21]([CH3:27])([CH3:26])[CH2:22]3)=[O:15])=[CH:16][CH:17]=2)[CH:2]=[CH:3][CH:4]=[CH:5][CH:6]=1, predict the reactants needed to synthesize it. The reactants are: [C:1]1([NH:7][CH2:8][C:9]2[CH:17]=[CH:16][C:12]([C:13]([OH:15])=O)=[CH:11][CH:10]=2)[CH:6]=[CH:5][CH:4]=[CH:3][CH:2]=1.[CH3:18][C:19]1([CH3:28])[CH2:24][CH:23]([NH2:25])[CH2:22][C:21]([CH3:27])([CH3:26])[NH:20]1.CN(C(ON1N=NC2C=CC=NC1=2)=[N+](C)C)C.F[P-](F)(F)(F)(F)F.C(N(C(C)C)C(C)C)C. (4) Given the product [CH2:1]([O:8][C:9]1[CH:10]=[CH:11][CH:12]=[C:13]2[C:18]=1[N:17]=[C:16]([CH2:19][NH:47][C:40](=[O:41])[C:39]1[CH:43]=[CH:44][C:36]([OH:35])=[CH:37][CH:38]=1)[CH:15]=[CH:14]2)[C:2]1[CH:3]=[CH:4][CH:5]=[CH:6][CH:7]=1, predict the reactants needed to synthesize it. The reactants are: [CH2:1]([O:8][C:9]1[CH:10]=[CH:11][CH:12]=[C:13]2[C:18]=1[N:17]=[C:16]([CH:19]=O)[CH:15]=[CH:14]2)[C:2]1[CH:7]=[CH:6][CH:5]=[CH:4][CH:3]=1.Cl.NO.[OH-].[Na+].C([O-])([O-])=O.[K+].[K+].COC[O:35][C:36]1[CH:44]=[CH:43][C:39]([C:40](O)=[O:41])=[CH:38][CH:37]=1.CC[N:47]=C=NCCCN(C)C.C1C=CC2N(O)N=NC=2C=1. (5) The reactants are: ClC1N=[C:4]([NH:11][C:12]2[CH:13]=[C:14]3[C:18](=[CH:19][CH:20]=2)[NH:17][N:16]=[CH:15]3)[C:5]2[S:10][CH:9]=[CH:8][C:6]=2N=1.C([O-])([O-])=O.[Na+].[Na+].[N:27]1[CH:32]=[CH:31][CH:30]=[CH:29][C:28]=1[NH:33][CH2:34][C:35]1[CH:40]=[CH:39][C:38](B(O)O)=[CH:37][CH:36]=1.[CH2:44](O)[CH2:45][CH2:46]C.C1(C)C=CC=CC=1. Given the product [NH:17]1[C:18]2[C:14](=[CH:13][C:12]([NH:11][C:4]3[C:5]4[S:10][CH:9]=[CH:8][C:6]=4[CH:46]=[C:45]([C:38]4[CH:39]=[CH:40][C:35]([CH2:34][NH:33][C:28]5[CH:29]=[CH:30][CH:31]=[CH:32][N:27]=5)=[CH:36][CH:37]=4)[CH:44]=3)=[CH:20][CH:19]=2)[CH:15]=[N:16]1, predict the reactants needed to synthesize it. (6) Given the product [CH2:17]([O:16][C:13]1[CH:12]=[CH:11][C:10]([S:7]([NH:6][CH2:5][C:4]([OH:21])=[O:3])(=[O:9])=[O:8])=[CH:15][CH:14]=1)[C:18]#[C:19][CH3:20], predict the reactants needed to synthesize it. The reactants are: C([O:3][C:4](=[O:21])[CH2:5][NH:6][S:7]([C:10]1[CH:15]=[CH:14][C:13]([O:16][CH2:17][C:18]#[C:19][CH3:20])=[CH:12][CH:11]=1)(=[O:9])=[O:8])C.[OH-].[Na+].Cl. (7) Given the product [O:48]1[CH2:49][CH2:45][N:38]([CH2:32][CH2:27][O:13][C:10]2[CH:9]=[CH:8][C:7]([C:5]3[N:6]=[C:2]([NH2:1])[S:3][CH:4]=3)=[CH:12][CH:11]=2)[CH2:46][CH2:47]1, predict the reactants needed to synthesize it. The reactants are: [NH2:1][C:2]1[S:3][CH:4]=[C:5]([C:7]2[CH:12]=[CH:11][C:10]([OH:13])=[CH:9][CH:8]=2)[N:6]=1.C1(P([C:27]2[CH:32]=CC=CC=2)C2C=CC=CC=2)C=CC=CC=1.CCOC(/[N:38]=N/C(OCC)=O)=O.[CH2:45]1[CH2:49][O:48][CH2:47][CH2:46]1. (8) Given the product [F:16][C:15]1[CH:14]=[C:13]([C:17]([OH:20])([CH3:18])[CH3:19])[CH:12]=[C:11]([F:21])[C:10]=1[C:4]1[S:3][C:2]([NH:1][C:23]2[CH:34]=[CH:33][C:26]([CH2:27][N:28]3[N:29]=[CH:30][CH:31]=[N:32]3)=[CH:25][CH:24]=2)=[C:6]([C:7]([NH2:9])=[O:8])[CH:5]=1, predict the reactants needed to synthesize it. The reactants are: [NH2:1][C:2]1[S:3][C:4]([C:10]2[C:15]([F:16])=[CH:14][C:13]([C:17]([OH:20])([CH3:19])[CH3:18])=[CH:12][C:11]=2[F:21])=[CH:5][C:6]=1[C:7]([NH2:9])=[O:8].Br[C:23]1[CH:34]=[CH:33][C:26]([CH2:27][N:28]2[N:32]=[CH:31][CH:30]=[N:29]2)=[CH:25][CH:24]=1.